From a dataset of Peptide-MHC class II binding affinity with 134,281 pairs from IEDB. Regression. Given a peptide amino acid sequence and an MHC pseudo amino acid sequence, predict their binding affinity value. This is MHC class II binding data. (1) The peptide sequence is GRRYELETNLQHRDG. The MHC is DRB1_0701 with pseudo-sequence DRB1_0701. The binding affinity (normalized) is 0.0629. (2) The peptide sequence is KNWMTETLLVQNANPDCKTI. The MHC is DRB5_0101 with pseudo-sequence DRB5_0101. The binding affinity (normalized) is 0.368.